From a dataset of HIV replication inhibition screening data with 41,000+ compounds from the AIDS Antiviral Screen. Binary Classification. Given a drug SMILES string, predict its activity (active/inactive) in a high-throughput screening assay against a specified biological target. (1) The result is 0 (inactive). The drug is O=C(O)CC(NC(=O)C(=Cc1ccccc1O)NC(=O)c1ccccc1)C(=O)O. (2) The result is 0 (inactive). The drug is COC(=O)C1=NN2c3ccccc3C(=O)OCCC2C1. (3) The result is 0 (inactive). The drug is CC(=O)Nc1c(S(=O)(=O)c2ccccc2)c(C)c(C)n1Cc1ccccc1. (4) The compound is NC(CCCCNCC(N)C(=O)O)C(=O)O. The result is 0 (inactive). (5) The molecule is O=S(=O)(O)C(O)C=Cc1ccccc1.[NaH]. The result is 0 (inactive). (6) The molecule is OCC(O)C(O)c1cnn(-c2ccccc2)n1. The result is 0 (inactive). (7) The result is 0 (inactive). The compound is COc1ccc(C2=CC(C(C)=C(C(N)=O)C(N)=O)C=C(c3ccc(Br)cc3)C2)c(OC)c1. (8) The molecule is Cc1occc1C(=S)Nc1ccc(Cl)c(COC(C)(C)C)c1. The result is 1 (active). (9) The compound is COc1ccc(-c2c(N)n(-c3nc4ccccc4s3)c(=O)c3cc([N+](=O)[O-])ccc23)cc1. The result is 0 (inactive).